Dataset: HIV replication inhibition screening data with 41,000+ compounds from the AIDS Antiviral Screen. Task: Binary Classification. Given a drug SMILES string, predict its activity (active/inactive) in a high-throughput screening assay against a specified biological target. (1) The molecule is CC1(c2cccc3ccc(F)cc23)OC(=O)c2ccccc21. The result is 0 (inactive). (2) The molecule is O=C(NC(OCc1ccccc1)(C(F)(F)F)C(F)(F)F)OCc1ccccc1. The result is 0 (inactive). (3) The drug is CC(C)C(OC(=O)c1ccc(NCC2=CC(=O)C=CC2=O)cc1)C(C)C. The result is 0 (inactive). (4) The molecule is N#Cc1c2c(cn3c1nc1ccccc13)CCCC2. The result is 0 (inactive). (5) The drug is O=C1CSc2nc3ccccc3n2C=NN1. The result is 0 (inactive). (6) The drug is Nc1[nH][nH]c(=O)c1N=O. The result is 0 (inactive). (7) The molecule is NC(CSSCC(N)C(=O)NC(Cc1ccccc1)C(=O)O)C(=O)NC(Cc1ccccc1)C(=O)O. The result is 0 (inactive).